From a dataset of Peptide-MHC class II binding affinity with 134,281 pairs from IEDB. Regression. Given a peptide amino acid sequence and an MHC pseudo amino acid sequence, predict their binding affinity value. This is MHC class II binding data. (1) The peptide sequence is TKPEACSGEPVVVHI. The MHC is HLA-DPA10201-DPB10101 with pseudo-sequence HLA-DPA10201-DPB10101. The binding affinity (normalized) is 0.152. (2) The peptide sequence is EKKYTAATQFEPLAA. The MHC is HLA-DQA10301-DQB10302 with pseudo-sequence HLA-DQA10301-DQB10302. The binding affinity (normalized) is 0.270. (3) The peptide sequence is FAGAWCVPKVTFTVE. The MHC is HLA-DQA10501-DQB10201 with pseudo-sequence HLA-DQA10501-DQB10201. The binding affinity (normalized) is 0.111. (4) The peptide sequence is MLNWPVEANTVVEGSD. The MHC is DRB1_1501 with pseudo-sequence DRB1_1501. The binding affinity (normalized) is 0. (5) The peptide sequence is RVSDVSVLMKEYDVS. The binding affinity (normalized) is 0.313. The MHC is DRB1_0404 with pseudo-sequence DRB1_0404. (6) The peptide sequence is IAPAVQTNWQKLETFWAKHM. The MHC is DRB3_0101 with pseudo-sequence DRB3_0101. The binding affinity (normalized) is 0.273. (7) The peptide sequence is GQLQIVDKIDAAFKI. The MHC is DRB5_0101 with pseudo-sequence DRB5_0101. The binding affinity (normalized) is 0.752.